This data is from Forward reaction prediction with 1.9M reactions from USPTO patents (1976-2016). The task is: Predict the product of the given reaction. (1) Given the reactants [CH3:1][O:2][C:3]1[CH:10]=[CH:9][C:8]([O:11][CH3:12])=[CH:7][C:4]=1[CH:5]=O.[C:13]([O-])(=O)C.[NH4+].[N+:18](C)([O-:20])=[O:19], predict the reaction product. The product is: [CH3:1][O:2][C:3]1[CH:10]=[CH:9][C:8]([O:11][CH3:12])=[CH:7][C:4]=1[C:5]([N+:18]([O-:20])=[O:19])=[CH2:13]. (2) Given the reactants Cl[CH2:2][C:3]1[C:7]([CH2:8]Cl)=[CH:6][N:5]([S:10]([C:13]2[CH:19]=[CH:18][C:16]([CH3:17])=[CH:15][CH:14]=2)(=[O:12])=[O:11])[CH:4]=1.[S-2:20].[Na+].[Na+].O.C(OCC)(=O)C, predict the reaction product. The product is: [S:10]([N:5]1[CH:4]=[C:3]2[CH2:2][S:20][CH2:8][C:7]2=[CH:6]1)([C:13]1[CH:19]=[CH:18][C:16]([CH3:17])=[CH:15][CH:14]=1)(=[O:12])=[O:11]. (3) Given the reactants [NH2:1][C:2]1[CH:7]=[C:6]([NH2:8])[N:5]=[C:4]([SH:9])[N:3]=1.CC(C)([O-])C.[K+].[F:16][C:17]1[C:24]([F:25])=[CH:23][CH:22]=[CH:21][C:18]=1[CH2:19]Br, predict the reaction product. The product is: [F:16][C:17]1[C:24]([F:25])=[CH:23][CH:22]=[CH:21][C:18]=1[CH2:19][S:9][C:4]1[N:5]=[C:6]([NH2:8])[CH:7]=[C:2]([NH2:1])[N:3]=1. (4) Given the reactants [CH3:1][NH:2][CH2:3][C:4]1[CH:9]=[C:8]([N+:10]([O-:12])=[O:11])[CH:7]=[CH:6][C:5]=1[N:13]1[CH2:18][CH2:17][O:16][CH2:15][CH2:14]1.C(N(CC)CC)C.[CH3:26][C:27]([O:30][C:31](O[C:31]([O:30][C:27]([CH3:29])([CH3:28])[CH3:26])=[O:32])=[O:32])([CH3:29])[CH3:28].O, predict the reaction product. The product is: [CH3:1][N:2]([CH2:3][C:4]1[CH:9]=[C:8]([N+:10]([O-:12])=[O:11])[CH:7]=[CH:6][C:5]=1[N:13]1[CH2:18][CH2:17][O:16][CH2:15][CH2:14]1)[C:31](=[O:32])[O:30][C:27]([CH3:29])([CH3:28])[CH3:26]. (5) Given the reactants [NH2:1][C:2]1[CH:7]=[CH:6][CH:5]=[C:4]([CH3:8])[CH:3]=1.[C:9]1([CH3:17])[C:10]([CH:15]=O)=[CH:11][CH:12]=[CH:13][CH:14]=1.[C:18](#[N:20])C.C[Si](C#N)(C)C, predict the reaction product. The product is: [C:9]1([CH3:17])[CH:14]=[CH:13][CH:12]=[CH:11][C:10]=1[CH:15]([NH:1][C:2]1[CH:3]=[C:4]([CH3:8])[CH:5]=[CH:6][CH:7]=1)[C:18]#[N:20]. (6) Given the reactants [C:1]([N:8]1[CH2:11][CH:10]([C:12]([OH:14])=O)[CH2:9]1)([O:3][C:4](C)(C)C)=[O:2].C1N=CN(C(N2C=NC=C2)=O)C=1.O[N:28]=[C:29]([C:31]1[C:32]([CH3:50])=[CH:33][C:34]([CH3:49])=[C:35]([NH:37][C:38]([C:40]2[N:44]3[CH:45]=[CH:46][CH:47]=[CH:48][C:43]3=[N:42][CH:41]=2)=[O:39])[CH:36]=1)[NH2:30].ClC(OC)=O, predict the reaction product. The product is: [N:42]1[CH:41]=[C:40]([C:38]([NH:37][C:35]2[C:34]([CH3:49])=[CH:33][C:32]([CH3:50])=[C:31]([C:29]3[N:28]=[C:12]([CH:10]4[CH2:9][N:8]([C:1]([O:3][CH3:4])=[O:2])[CH2:11]4)[O:14][N:30]=3)[CH:36]=2)=[O:39])[N:44]2[CH:45]=[CH:46][CH:47]=[CH:48][C:43]=12. (7) Given the reactants [OH:1][C:2]1[CH:3]=[C:4]([C:12]2[N:13]=[C:14]([CH2:17][N:18]3[CH:22]=[C:21]([C:23]([O:25][CH2:26][CH3:27])=[O:24])[CH:20]=[N:19]3)[S:15][CH:16]=2)[CH:5]=[C:6]([C:8]([F:11])([F:10])[F:9])[CH:7]=1.[N:28]1[CH:33]=[CH:32][CH:31]=[C:30]([CH2:34]O)[CH:29]=1.C1(P(C2C=CC=CC=2)C2C=CC=CC=2)C=CC=CC=1.N(C(OC(C)C)=O)=NC(OC(C)C)=O, predict the reaction product. The product is: [N:28]1[CH:33]=[CH:32][CH:31]=[C:30]([CH2:34][O:1][C:2]2[CH:3]=[C:4]([C:12]3[N:13]=[C:14]([CH2:17][N:18]4[CH:22]=[C:21]([C:23]([O:25][CH2:26][CH3:27])=[O:24])[CH:20]=[N:19]4)[S:15][CH:16]=3)[CH:5]=[C:6]([C:8]([F:9])([F:10])[F:11])[CH:7]=2)[CH:29]=1.